Dataset: Peptide-MHC class I binding affinity with 185,985 pairs from IEDB/IMGT. Task: Regression. Given a peptide amino acid sequence and an MHC pseudo amino acid sequence, predict their binding affinity value. This is MHC class I binding data. (1) The peptide sequence is GQIRCSSNI. The MHC is H-2-Kb with pseudo-sequence H-2-Kb. The binding affinity (normalized) is 0.183. (2) The peptide sequence is YTAVVPLVH. The MHC is HLA-B46:01 with pseudo-sequence HLA-B46:01. The binding affinity (normalized) is 0.345. (3) The peptide sequence is RLLIWAYLSK. The binding affinity (normalized) is 0.149. The MHC is H-2-Dd with pseudo-sequence H-2-Dd.